From a dataset of Forward reaction prediction with 1.9M reactions from USPTO patents (1976-2016). Predict the product of the given reaction. Given the reactants [CH3:1][C@H:2]1[CH2:4][C@H:3]1[C:5]1[C:13]2[C:8](=[N:9][CH:10]=[C:11]([N+:14]([O-])=O)[CH:12]=2)[NH:7][N:6]=1.[H][H], predict the reaction product. The product is: [CH3:1][C@H:2]1[CH2:4][C@H:3]1[C:5]1[C:13]2[C:8](=[N:9][CH:10]=[C:11]([NH2:14])[CH:12]=2)[NH:7][N:6]=1.